Dataset: Catalyst prediction with 721,799 reactions and 888 catalyst types from USPTO. Task: Predict which catalyst facilitates the given reaction. (1) Reactant: [NH2:1][C:2]1[CH:9]=[CH:8][C:5]([C:6]#[N:7])=[CH:4][CH:3]=1.C(N(CC)CC)C.[F:17][C:18]([F:35])([F:34])[C:19]1[CH:24]=[CH:23][C:22]([C:25]2[C:26]([C:31](Cl)=[O:32])=[CH:27][CH:28]=[CH:29][CH:30]=2)=[CH:21][CH:20]=1.O. Product: [C:6]([C:5]1[CH:8]=[CH:9][C:2]([NH:1][C:31]([C:26]2[C:25]([C:22]3[CH:23]=[CH:24][C:19]([C:18]([F:17])([F:34])[F:35])=[CH:20][CH:21]=3)=[CH:30][CH:29]=[CH:28][CH:27]=2)=[O:32])=[CH:3][CH:4]=1)#[N:7]. The catalyst class is: 4. (2) Product: [C:3]([C:5]1[CH:10]=[CH:9][CH:8]=[CH:7][C:6]=1[NH:13][C:23](=[O:24])[C:22]1[CH:26]=[CH:27][C:19]([F:18])=[CH:20][CH:21]=1)(=[O:4])[CH3:2]. The catalyst class is: 4. Reactant: N[CH2:2][C:3]([C:5]1[CH:10]=[CH:9][CH:8]=[CH:7][CH:6]=1)=[O:4].C([N:13](CC)CC)C.[F:18][C:19]1[CH:27]=[CH:26][C:22]([C:23](Cl)=[O:24])=[CH:21][CH:20]=1. (3) Reactant: [CH3:1][N:2]=[C:3]=[S:4].[CH3:5][C:6]1[CH:7]=[C:8]([C:12]2[O:16][N:15]=[C:14]([C@H:17]3[CH2:22][C@@H:21]4[C@@H:19]([CH2:20]4)[NH:18]3)[CH:13]=2)[CH:9]=[CH:10][CH:11]=1. Product: [CH3:1][NH:2][C:3]([N:18]1[C@@H:17]([C:14]2[CH:13]=[C:12]([C:8]3[CH:9]=[CH:10][CH:11]=[C:6]([CH3:5])[CH:7]=3)[O:16][N:15]=2)[CH2:22][C@@H:21]2[C@H:19]1[CH2:20]2)=[S:4]. The catalyst class is: 4. (4) Reactant: [F-].C([N+](CCCC)(CCCC)CCCC)CCC.[Si]([O:26][CH:27]1[CH2:30][N:29]([CH2:31][C@H:32]([O:43][C:44]2[N:49]=[CH:48][N:47]=[C:46]3[N:50]([C:53]4[C:58]([Cl:59])=[CH:57][CH:56]=[CH:55][N:54]=4)[N:51]=[CH:52][C:45]=23)[C:33]([NH:35][C:36]2[CH:41]=[CH:40][C:39]([Cl:42])=[CH:38][N:37]=2)=[O:34])[CH2:28]1)(C(C)(C)C)(C)C.[Cl-].[NH4+]. Product: [Cl:42][C:39]1[CH:40]=[CH:41][C:36]([NH:35][C:33](=[O:34])[C@@H:32]([O:43][C:44]2[C:45]3[CH:52]=[N:51][N:50]([C:53]4[C:58]([Cl:59])=[CH:57][CH:56]=[CH:55][N:54]=4)[C:46]=3[N:47]=[CH:48][N:49]=2)[CH2:31][N:29]2[CH2:28][CH:27]([OH:26])[CH2:30]2)=[N:37][CH:38]=1. The catalyst class is: 76. (5) Reactant: [C:1]([C:3]1[C:7]2[CH2:8][CH2:9][CH:10]([NH:12][CH:13]([CH2:18][OH:19])[C:14]([CH3:17])([CH3:16])[CH3:15])[CH2:11][C:6]=2[S:5][C:4]=1[NH:20][C:21](=[O:27])[CH:22]([CH2:25][CH3:26])[CH2:23][CH3:24])#[N:2].C(N(C(C)C)CC)(C)C.[CH:37]1([C:43](Cl)=[O:44])[CH2:42][CH2:41][CH2:40][CH2:39][CH2:38]1. Product: [C:1]([C:3]1[C:7]2[CH2:8][CH2:9][CH:10]([N:12]([CH:13]([CH2:18][OH:19])[C:14]([CH3:17])([CH3:16])[CH3:15])[C:43]([CH:37]3[CH2:42][CH2:41][CH2:40][CH2:39][CH2:38]3)=[O:44])[CH2:11][C:6]=2[S:5][C:4]=1[NH:20][C:21](=[O:27])[CH:22]([CH2:25][CH3:26])[CH2:23][CH3:24])#[N:2]. The catalyst class is: 4. (6) Reactant: [NH2:1][C:2]1[CH:7]=[C:6]([O:8][C:9]2[CH:14]=[CH:13][C:12]([NH2:15])=[C:11]([Cl:16])[CH:10]=2)[CH:5]=[CH:4][N:3]=1.[Br:17]N1C(=O)CCC1=O.C(O)(C)C. Product: [NH2:1][C:2]1[C:7]([Br:17])=[C:6]([O:8][C:9]2[CH:14]=[CH:13][C:12]([NH2:15])=[C:11]([Cl:16])[CH:10]=2)[CH:5]=[CH:4][N:3]=1. The catalyst class is: 6.